From a dataset of Full USPTO retrosynthesis dataset with 1.9M reactions from patents (1976-2016). Predict the reactants needed to synthesize the given product. (1) Given the product [CH2:100]([C:97]1[CH:96]=[CH:95][C:94]([CH2:93][NH:92][C:91]([C@H:73]2[CH2:72][NH:71][CH2:76][CH2:75][N:74]2[S:77]([C:80]2[CH:85]=[CH:84][C:83]([O:86][C:87]([F:89])([F:90])[F:88])=[CH:82][CH:81]=2)(=[O:79])=[O:78])=[O:103])=[CH:99][CH:98]=1)[CH2:101][CH3:102], predict the reactants needed to synthesize it. The reactants are: FC(F)(F)OC1C=CC(CNC([C@H]2CNCCN2S(C2C=CC(OC(F)(F)F)=CC=2)(=O)=O)=O)=CC=1.O.ON1C2C=CC=CC=2N=N1.Cl.C(N=C=NCCCN(C)C)C.C(=O)([O-])O.[Na+].C(OC([N:71]1[CH2:76][CH2:75][N:74]([S:77]([C:80]2[CH:85]=[CH:84][C:83]([O:86][C:87]([F:90])([F:89])[F:88])=[CH:82][CH:81]=2)(=[O:79])=[O:78])[C@@H:73]([C:91](=[O:103])[NH:92][CH2:93][C:94]2[CH:99]=[CH:98][C:97]([CH2:100][CH2:101][CH3:102])=[CH:96][CH:95]=2)[CH2:72]1)=O)(C)(C)C.Cl.O1CCOCC1. (2) Given the product [NH2:1][C:2]1[N:7]=[C:6]([Cl:17])[CH:5]=[C:4]([C:9]2[CH:14]=[CH:13][N:12]=[CH:11][CH:10]=2)[N:3]=1, predict the reactants needed to synthesize it. The reactants are: [NH2:1][C:2]1[N:7]=[C:6](O)[CH:5]=[C:4]([C:9]2[CH:14]=[CH:13][N:12]=[CH:11][CH:10]=2)[N:3]=1.O=P(Cl)(Cl)[Cl:17]. (3) Given the product [CH3:25][O:24][C:19]1[CH:20]=[CH:21][CH:22]=[CH:23][C:18]=1[CH2:17][O:1][CH2:2][C@H:3]1[NH:12][C:11]2[C:6](=[CH:7][CH:8]=[CH:9][CH:10]=2)[NH:5][C:4]1=[O:13], predict the reactants needed to synthesize it. The reactants are: [OH:1][CH2:2][C@H:3]1[NH:12][C:11]2[C:6](=[CH:7][CH:8]=[CH:9][CH:10]=2)[NH:5][C:4]1=[O:13].[H-].[Na+].Cl[CH2:17][C:18]1[CH:23]=[CH:22][CH:21]=[CH:20][C:19]=1[O:24][CH3:25].